Dataset: Forward reaction prediction with 1.9M reactions from USPTO patents (1976-2016). Task: Predict the product of the given reaction. (1) The product is: [ClH:1].[Cl:1][C:2]1[CH:32]=[CH:31][C:5]([C:6]([NH:8][C:9]2[N:13]([CH:14]3[CH2:19][CH2:18][CH2:17][NH:16][CH2:15]3)[C:12]3[CH:27]=[CH:28][CH:29]=[CH:30][C:11]=3[N:10]=2)=[O:7])=[CH:4][CH:3]=1. Given the reactants [Cl:1][C:2]1[CH:32]=[CH:31][C:5]([C:6]([NH:8][C:9]2[N:13]([CH:14]3[CH2:19][CH2:18][CH2:17][N:16](C(OC(C)(C)C)=O)[CH2:15]3)[C:12]3[CH:27]=[CH:28][CH:29]=[CH:30][C:11]=3[N:10]=2)=[O:7])=[CH:4][CH:3]=1.Cl, predict the reaction product. (2) Given the reactants C1C2C(COC([NH:18][C@H:19]([C:23]([N:25]([C@@H:27]([C@@H:55]([CH3:58])[CH2:56][CH3:57])[C@H:28]([O:53][CH3:54])[CH2:29][C:30]([N:32]3[CH2:36][CH2:35][CH2:34][C@H:33]3[C@H:37]([O:51][CH3:52])[C@@H:38]([CH3:50])[C:39](=[O:49])[NH:40][CH2:41][CH2:42][C:43]3[CH:48]=[CH:47][CH:46]=[CH:45][CH:44]=3)=[O:31])[CH3:26])=[O:24])[CH:20]([CH3:22])[CH3:21])=O)C3C(=CC=CC=3)C=2C=CC=1.C(NCC)C, predict the reaction product. The product is: [CH3:54][O:53][C@@H:28]([C@@H:27]([N:25]([CH3:26])[C:23](=[O:24])[C@H:19]([CH:20]([CH3:22])[CH3:21])[NH2:18])[C@@H:55]([CH3:58])[CH2:56][CH3:57])[CH2:29][C:30]([N:32]1[CH2:36][CH2:35][CH2:34][C@H:33]1[C@H:37]([O:51][CH3:52])[C@@H:38]([CH3:50])[C:39](=[O:49])[NH:40][CH2:41][CH2:42][C:43]1[CH:44]=[CH:45][CH:46]=[CH:47][CH:48]=1)=[O:31]. (3) Given the reactants C([O-])([O-])=O.[Na+].[Na+].[CH:7]1[CH:8]=[CH:9][C:10]2[S:15][N:14]=[C:13]([N:16]3[CH2:21][CH2:20][N:19]([CH2:22][CH2:23][C:24]4[CH:25]=[C:26]5[CH2:34][C:32](=[O:33])[NH:31][C:27]5=[CH:28][C:29]=4[Cl:30])[CH2:18][CH2:17]3)[C:11]=2[CH:12]=1.Cl, predict the reaction product. The product is: [CH:7]1[CH:8]=[CH:9][C:10]2[S:15][N:14]=[C:13]([N:16]3[CH2:17][CH2:18][N:19]([CH2:22][CH2:23][C:24]4[CH:25]=[C:26]5[CH2:34][C:32](=[O:33])[NH:31][C:27]5=[CH:28][C:29]=4[Cl:30])[CH2:20][CH2:21]3)[C:11]=2[CH:12]=1. (4) Given the reactants C(=O)([O:5][C:6]1[C:15]([O:16][CH3:17])=[CH:14][CH:13]=[C:12]2[C:7]=1[CH2:8][CH2:9][NH:10][C:11]2=[O:18])OCC.C([O-])([O-])=O.[K+].[K+], predict the reaction product. The product is: [OH:5][C:6]1[C:15]([O:16][CH3:17])=[CH:14][CH:13]=[C:12]2[C:7]=1[CH2:8][CH2:9][NH:10][C:11]2=[O:18].